Dataset: Forward reaction prediction with 1.9M reactions from USPTO patents (1976-2016). Task: Predict the product of the given reaction. (1) Given the reactants [NH2:1][CH2:2][CH2:3][CH2:4][CH:5]1[CH2:10][CH2:9][N:8]([C:11]([O:13][C:14]([CH3:17])([CH3:16])[CH3:15])=[O:12])[CH2:7][CH2:6]1.C(N(CC)CC)C.[F:25][C:26]1[CH:37]=[CH:36][C:29]([CH2:30][O:31][CH2:32][C:33](Cl)=[O:34])=[CH:28][CH:27]=1.COC1C=C(S(N2CCC(CCCNC(=O)COCC3C=CC(F)=CC=3)C2)(=O)=O)C=CC=1OC, predict the reaction product. The product is: [F:25][C:26]1[CH:27]=[CH:28][C:29]([CH2:30][O:31][CH2:32][C:33]([NH:1][CH2:2][CH2:3][CH2:4][CH:5]2[CH2:10][CH2:9][N:8]([C:11]([O:13][C:14]([CH3:17])([CH3:16])[CH3:15])=[O:12])[CH2:7][CH2:6]2)=[O:34])=[CH:36][CH:37]=1. (2) Given the reactants [Cl:1][C:2]1[CH:10]=[C:9]2[C:5](/[C:6](=[CH:12]/[C:13]3[CH:14]=[N:15][CH:16]=[CH:17][CH:18]=3)/[C:7](=[O:11])[NH:8]2)=[CH:4][CH:3]=1.[C:19]([O:23][C:24](O[C:24]([O:23][C:19]([CH3:22])([CH3:21])[CH3:20])=[O:25])=[O:25])([CH3:22])([CH3:21])[CH3:20], predict the reaction product. The product is: [C:19]([O:23][C:24]([N:8]1[C:9]2[C:5](=[CH:4][CH:3]=[C:2]([Cl:1])[CH:10]=2)/[C:6](=[CH:12]/[C:13]2[CH:14]=[N:15][CH:16]=[CH:17][CH:18]=2)/[C:7]1=[O:11])=[O:25])([CH3:22])([CH3:21])[CH3:20]. (3) Given the reactants C(OC([NH:8][C:9]1[S:10][CH:11]=[C:12]([CH2:14][CH2:15][N:16]([C:24]2[CH:29]=[CH:28][C:27]([NH:30][C:31]([C:33]3[CH:38]=[CH:37][CH:36]=[C:35]([CH3:39])[C:34]=3[C:40]3[CH:45]=[CH:44][C:43]([C:46]([F:49])([F:48])[F:47])=[CH:42][CH:41]=3)=[O:32])=[CH:26][CH:25]=2)C(=O)OC(C)(C)C)[N:13]=1)=O)(C)(C)C.FC(F)(F)C(O)=O, predict the reaction product. The product is: [NH2:8][C:9]1[S:10][CH:11]=[C:12]([CH2:14][CH2:15][NH:16][C:24]2[CH:25]=[CH:26][C:27]([NH:30][C:31]([C:33]3[C:34]([C:40]4[CH:41]=[CH:42][C:43]([C:46]([F:49])([F:47])[F:48])=[CH:44][CH:45]=4)=[C:35]([CH3:39])[CH:36]=[CH:37][CH:38]=3)=[O:32])=[CH:28][CH:29]=2)[N:13]=1.